Dataset: Forward reaction prediction with 1.9M reactions from USPTO patents (1976-2016). Task: Predict the product of the given reaction. (1) Given the reactants [OH-].[Na+].CO.[C:5]([NH:13][C:14]1[CH:23]=[C:22]([C:24]#[C:25][C:26]2[CH:31]=[CH:30][CH:29]=[CH:28][CH:27]=2)[CH:21]=[CH:20][C:15]=1[C:16]([O:18]C)=[O:17])(=[O:12])[C:6]1[CH:11]=[CH:10][CH:9]=[CH:8][CH:7]=1, predict the reaction product. The product is: [C:5]([NH:13][C:14]1[CH:23]=[C:22]([C:24]#[C:25][C:26]2[CH:31]=[CH:30][CH:29]=[CH:28][CH:27]=2)[CH:21]=[CH:20][C:15]=1[C:16]([OH:18])=[O:17])(=[O:12])[C:6]1[CH:7]=[CH:8][CH:9]=[CH:10][CH:11]=1. (2) Given the reactants C[O:2][C:3]([C:5]1[C:6]2[C:7]([CH:21]=O)=[C:8]([C:14]3[CH:19]=[CH:18][C:17]([F:20])=[CH:16][CH:15]=3)[NH:9][C:10]=2[CH:11]=[CH:12][CH:13]=1)=O.[NH2:23][NH2:24], predict the reaction product. The product is: [F:20][C:17]1[CH:18]=[CH:19][C:14]([C:8]2[NH:9][C:10]3[CH:11]=[CH:12][CH:13]=[C:5]4[C:3](=[O:2])[NH:24][N:23]=[CH:21][C:7]=2[C:6]=34)=[CH:15][CH:16]=1. (3) Given the reactants [Br:1][C:2]1[CH:11]=[CH:10][C:9]([S:12]([OH:15])(=O)=[O:13])=[C:8]2[C:3]=1[CH:4]=[CH:5][N:6]=[CH:7]2.P(Cl)(Cl)(Cl)(Cl)[Cl:17], predict the reaction product. The product is: [Br:1][C:2]1[CH:11]=[CH:10][C:9]([S:12]([Cl:17])(=[O:15])=[O:13])=[C:8]2[C:3]=1[CH:4]=[CH:5][N:6]=[CH:7]2.